From a dataset of Catalyst prediction with 721,799 reactions and 888 catalyst types from USPTO. Predict which catalyst facilitates the given reaction. Reactant: [OH:1][C@@H:2]([CH2:6][CH3:7])[C:3](O)=[O:4].CCN(C(C)C)C(C)C.CN(C(ON1N=NC2C=CC=NC1=2)=[N+](C)C)C.F[P-](F)(F)(F)(F)F.[CH2:41]([C@H:43]1[C@H:48]([NH:49][C:50]2[C:51]3[N:52]([CH:59]=[C:60]([C:62]4[CH:63]=[N:64][N:65]([CH3:67])[CH:66]=4)[CH:61]=3)[N:53]=[CH:54][C:55]=2[C:56]([NH2:58])=[O:57])[CH2:47][CH2:46][NH:45][CH2:44]1)[CH3:42]. Product: [CH2:41]([C@H:43]1[C@H:48]([NH:49][C:50]2[C:51]3[N:52]([CH:59]=[C:60]([C:62]4[CH:63]=[N:64][N:65]([CH3:67])[CH:66]=4)[CH:61]=3)[N:53]=[CH:54][C:55]=2[C:56]([NH2:58])=[O:57])[CH2:47][CH2:46][N:45]([C:3](=[O:4])[C@@H:2]([OH:1])[CH2:6][CH3:7])[CH2:44]1)[CH3:42]. The catalyst class is: 3.